The task is: Predict the reactants needed to synthesize the given product.. This data is from Full USPTO retrosynthesis dataset with 1.9M reactions from patents (1976-2016). Given the product [ClH:25].[F:26][C:27]1[CH:28]=[CH:29][C:30]([CH2:31][O:32][C:33]2[CH:34]=[CH:35][C:36]([C@@H:39]3[CH2:43][C:42]4([CH2:44][CH2:45][NH:46][CH2:47][CH2:48]4)[O:41][CH2:40]3)=[CH:37][CH:38]=2)=[CH:49][CH:50]=1, predict the reactants needed to synthesize it. The reactants are: OC1C=CC([C@@H]2CC3(CCN(C(OC(C)(C)C)=O)CC3)OC2)=CC=1.[ClH:25].[F:26][C:27]1[CH:50]=[CH:49][C:30]([CH2:31][O:32][C:33]2[CH:38]=[CH:37][C:36]([C@H:39]3[CH2:43][C:42]4([CH2:48][CH2:47][NH:46][CH2:45][CH2:44]4)[O:41][CH2:40]3)=[CH:35][CH:34]=2)=[CH:29][CH:28]=1.